This data is from Catalyst prediction with 721,799 reactions and 888 catalyst types from USPTO. The task is: Predict which catalyst facilitates the given reaction. (1) Reactant: [F:1][C:2]1[CH:7]=[CH:6][C:5](/[CH:8]=[C:9]2/[C:10](=[O:21])[N:11]=[C:12]([N:14]3[CH2:19][CH2:18][NH:17][CH2:16][C@@H:15]3[CH3:20])[S:13]/2)=[C:4]([OH:22])[CH:3]=1.C(N(C(C)C)CC)(C)C.Br[CH2:33][CH:34]1[CH2:36][CH2:35]1. Product: [CH:34]1([CH2:33][N:17]2[CH2:18][CH2:19][N:14]([C:12]3[S:13]/[C:9](=[CH:8]\[C:5]4[CH:6]=[CH:7][C:2]([F:1])=[CH:3][C:4]=4[OH:22])/[C:10](=[O:21])[N:11]=3)[C@@H:15]([CH3:20])[CH2:16]2)[CH2:36][CH2:35]1. The catalyst class is: 8. (2) Reactant: [C:1]([C:5]1[CH:13]=[CH:12][C:8]([C:9](O)=[O:10])=[CH:7][CH:6]=1)([CH3:4])([CH3:3])[CH3:2].C(Cl)(=O)C([Cl:17])=O. Product: [C:1]([C:5]1[CH:13]=[CH:12][C:8]([C:9]([Cl:17])=[O:10])=[CH:7][CH:6]=1)([CH3:4])([CH3:3])[CH3:2]. The catalyst class is: 454. (3) Reactant: [Br:1][C:2]1[CH:9]=[CH:8][C:5]([CH:6]=O)=[CH:4][CH:3]=1.[NH2:10][NH:11][C:12]([NH2:14])=[O:13].C([O-])(=O)C.[Na+]. Product: [Br:1][C:2]1[CH:9]=[CH:8][C:5]([CH:6]=[N:10][NH:11][C:12]([NH2:14])=[O:13])=[CH:4][CH:3]=1. The catalyst class is: 8. (4) Reactant: [Br:1][C:2]1[CH:7]=[CH:6][C:5]([C:8]2[S:9][CH:10]=[C:11]([C:14]([CH3:16])=O)[C:12]=2[OH:13])=[CH:4][CH:3]=1.[N:17]1[CH:22]=[CH:21][CH:20]=[C:19]([CH2:23][NH:24][C:25]([C:27]2[S:28][C:29]([C:32]([NH:34][NH2:35])=[O:33])=[CH:30][CH:31]=2)=[O:26])[CH:18]=1. Product: [N:17]1[CH:22]=[CH:21][CH:20]=[C:19]([CH2:23][NH:24][C:25]([C:27]2[S:28][C:29]([C:32]([NH:34][N:35]=[C:14]([C:11]3[C:12]([OH:13])=[C:8]([C:5]4[CH:6]=[CH:7][C:2]([Br:1])=[CH:3][CH:4]=4)[S:9][CH:10]=3)[CH3:16])=[O:33])=[CH:30][CH:31]=2)=[O:26])[CH:18]=1. The catalyst class is: 16.